This data is from Peptide-MHC class I binding affinity with 185,985 pairs from IEDB/IMGT. The task is: Regression. Given a peptide amino acid sequence and an MHC pseudo amino acid sequence, predict their binding affinity value. This is MHC class I binding data. The peptide sequence is ELRSLYNTV. The MHC is HLA-B08:02 with pseudo-sequence HLA-B08:02. The binding affinity (normalized) is 0.0847.